From a dataset of Catalyst prediction with 721,799 reactions and 888 catalyst types from USPTO. Predict which catalyst facilitates the given reaction. (1) Reactant: Cl.[CH3:2][C@@:3]([C:7]([OH:9])=[O:8])([CH2:5][SH:6])[NH2:4].[C:10](=[O:13])([O-:12])O.[Na+].[C:15](Cl)(=[O:24])[O:16][CH2:17][C:18]1[CH:23]=[CH:22][CH:21]=[CH:20][CH:19]=1.Cl. Product: [C:10]([NH:4][C@:3]([CH3:2])([C:7]([OH:9])=[O:8])[CH2:5][S:6][C:15]([O:16][CH2:17][C:18]1[CH:23]=[CH:22][CH:21]=[CH:20][CH:19]=1)=[O:24])([O:12][CH2:17][C:18]1[CH:23]=[CH:22][CH:21]=[CH:20][CH:19]=1)=[O:13]. The catalyst class is: 97. (2) Reactant: [NH2:1][C:2]1[C:11]([NH2:12])=[CH:10][C:5]([C:6]([O:8][CH3:9])=[O:7])=[C:4]([CH3:13])[CH:3]=1.[N:14]([O-])=O.[Na+]. Product: [CH3:13][C:4]1[C:5]([C:6]([O:8][CH3:9])=[O:7])=[CH:10][C:11]2[N:12]=[N:14][NH:1][C:2]=2[CH:3]=1. The catalyst class is: 86. (3) Reactant: [CH3:1][O:2][C:3]([C:5]1[N:13]=[C:12]2[C:8]([N:9]=[CH:10][NH:11]2)=[C:7]([NH:14][C@H:15]([CH2:23][OH:24])[CH2:16][C:17]2[CH:22]=[CH:21][CH:20]=[CH:19][CH:18]=2)[N:6]=1)=[O:4].[H-].[Na+].[OH:27][C@@H:28]1[CH2:32][CH2:31][C@H:30](OC(=O)C)[CH2:29]1.C1(P(C2C=CC=CC=2)C2C=CC=CC=2)C=CC=CC=1. Product: [CH3:1][O:2][C:3]([C:5]1[N:13]=[C:12]2[C:8]([N:9]=[CH:10][N:11]2[C@@H:31]2[CH2:32][C@H:28]([OH:27])[CH:29]=[CH:30]2)=[C:7]([NH:14][C@H:15]([CH2:23][OH:24])[CH2:16][C:17]2[CH:22]=[CH:21][CH:20]=[CH:19][CH:18]=2)[N:6]=1)=[O:4]. The catalyst class is: 443. (4) Reactant: C1(C)C=CC(S([O-])(=O)=O)=CC=1.[NH+]1C=CC=CC=1.[Si]([O:25][C@@H:26]([CH3:59])[CH2:27][CH2:28][CH2:29][C@H:30]([OH:58])/[CH:31]=[CH:32]/[C@H:33]1[C@H:37]([O:38]C2CCCCO2)[CH2:36][C@@H:35]([Cl:45])[C@@H:34]1[CH2:46][CH2:47][CH2:48][C:49]1[S:53][C:52]([C:54]([O:56][CH3:57])=[O:55])=[CH:51][CH:50]=1)(C(C)(C)C)(C)C. Product: [Cl:45][C@H:35]1[C@H:34]([CH2:46][CH2:47][CH2:48][C:49]2[S:53][C:52]([C:54]([O:56][CH3:57])=[O:55])=[CH:51][CH:50]=2)[C@@H:33](/[CH:32]=[CH:31]/[C@@H:30]([OH:58])[CH2:29][CH2:28][CH2:27][C@H:26]([OH:25])[CH3:59])[C@H:37]([OH:38])[CH2:36]1. The catalyst class is: 5.